This data is from Forward reaction prediction with 1.9M reactions from USPTO patents (1976-2016). The task is: Predict the product of the given reaction. (1) Given the reactants C(O)(=O)C.[CH:5]1([CH2:8][O:9][C:10]2[CH:15]=[CH:14][CH:13]=[C:12](/[CH:16]=[CH:17]/[N+:18]([O-:20])=[O:19])[CH:11]=2)[CH2:7][CH2:6]1.[BH4-].[Na+], predict the reaction product. The product is: [CH:5]1([CH2:8][O:9][C:10]2[CH:15]=[CH:14][CH:13]=[C:12]([CH2:16][CH2:17][N+:18]([O-:20])=[O:19])[CH:11]=2)[CH2:7][CH2:6]1. (2) Given the reactants I[C:2]1[O:6][N:5]=[C:4]([C:7]2[CH:12]=[CH:11][CH:10]=[CH:9][N:8]=2)[CH:3]=1.[N:13]1[CH:18]=[CH:17][CH:16]=[C:15](B(O)O)[CH:14]=1.N, predict the reaction product. The product is: [N:8]1[CH:9]=[CH:10][CH:11]=[CH:12][C:7]=1[C:4]1[CH:3]=[C:2]([C:15]2[CH:14]=[N:13][CH:18]=[CH:17][CH:16]=2)[O:6][N:5]=1. (3) The product is: [ClH:1].[CH2:2]([O:9][C:10]1[CH:19]=[C:18]2[C:13]([C:14]([NH:20][C:21]3[CH:26]=[C:25]([OH:27])[C:24]([CH3:32])=[CH:23][C:22]=3[F:33])=[N:15][CH:16]=[N:17]2)=[CH:12][C:11]=1[O:34][CH3:35])[C:3]1[CH:8]=[CH:7][CH:6]=[CH:5][CH:4]=1. Given the reactants [ClH:1].[CH2:2]([O:9][C:10]1[CH:19]=[C:18]2[C:13]([C:14]([NH:20][C:21]3[CH:26]=[C:25]([O:27]C(OC)=O)[C:24]([CH3:32])=[CH:23][C:22]=3[F:33])=[N:15][CH:16]=[N:17]2)=[CH:12][C:11]=1[O:34][CH3:35])[C:3]1[CH:8]=[CH:7][CH:6]=[CH:5][CH:4]=1.[OH-].[Na+].O.Cl, predict the reaction product. (4) Given the reactants [CH3:1][CH:2]([C:4]1[N:8]=[C:7]([N:9]2[CH2:14][CH2:13][CH:12]([CH:15]([O:17][C:18]3[CH:19]=[CH:20][C:21]([C:24]4[CH:29]=[CH:28][C:27]([S:30]([CH3:33])(=[O:32])=[O:31])=[CH:26][CH:25]=4)=[N:22][CH:23]=3)[CH3:16])[CH2:11][CH2:10]2)[O:6][N:5]=1)[CH3:3].C(=O)=O, predict the reaction product. The product is: [CH3:3][CH:2]([C:4]1[N:8]=[C:7]([N:9]2[CH2:14][CH2:13][CH:12]([C@@H:15]([O:17][C:18]3[CH:19]=[CH:20][C:21]([C:24]4[CH:25]=[CH:26][C:27]([S:30]([CH3:33])(=[O:32])=[O:31])=[CH:28][CH:29]=4)=[N:22][CH:23]=3)[CH3:16])[CH2:11][CH2:10]2)[O:6][N:5]=1)[CH3:1].